Task: Predict the product of the given reaction.. Dataset: Forward reaction prediction with 1.9M reactions from USPTO patents (1976-2016) (1) The product is: [Br-:5].[CH3:1][CH:2]([CH3:6])[CH2:3][CH2:4][P+:13]([C:14]1[CH:15]=[CH:16][CH:17]=[CH:18][CH:19]=1)([C:20]1[CH:25]=[CH:24][CH:23]=[CH:22][CH:21]=1)[C:7]1[CH:8]=[CH:9][CH:10]=[CH:11][CH:12]=1. Given the reactants [CH3:1][CH:2]([CH3:6])[CH2:3][CH2:4][Br:5].[C:7]1([P:13]([C:20]2[CH:25]=[CH:24][CH:23]=[CH:22][CH:21]=2)[C:14]2[CH:19]=[CH:18][CH:17]=[CH:16][CH:15]=2)[CH:12]=[CH:11][CH:10]=[CH:9][CH:8]=1, predict the reaction product. (2) Given the reactants [O:1]1[C:5]2[CH:6]=[CH:7][CH:8]=[CH:9][C:4]=2[CH2:3][CH:2]1[C:10]([OH:12])=[O:11].[Br:13]Br, predict the reaction product. The product is: [Br:13][C:8]1[CH:7]=[CH:6][C:5]2[O:1][CH:2]([C:10]([OH:12])=[O:11])[CH2:3][C:4]=2[CH:9]=1.